Dataset: Forward reaction prediction with 1.9M reactions from USPTO patents (1976-2016). Task: Predict the product of the given reaction. (1) The product is: [CH2:1]([N:8]1[CH2:13][CH2:12][NH:11][C:10]2[N:14]=[CH:15][C:16]([C:21]3[CH:20]=[N:19][CH:24]=[CH:23][CH:22]=3)=[CH:17][C:9]1=2)[C:2]1[CH:7]=[CH:6][CH:5]=[CH:4][CH:3]=1. Given the reactants [CH2:1]([N:8]1[CH2:13][CH2:12][NH:11][C:10]2[N:14]=[CH:15][C:16](I)=[CH:17][C:9]1=2)[C:2]1[CH:7]=[CH:6][CH:5]=[CH:4][CH:3]=1.[N:19]1[CH:24]=[CH:23][CH:22]=[C:21](B(O)O)[CH:20]=1, predict the reaction product. (2) Given the reactants Br[C:2]1[N:7]=[CH:6][C:5]2[N:8]=[C:9]([CH2:16][OH:17])[N:10]([CH:11]([CH2:13][CH2:14][CH3:15])[CH3:12])[C:4]=2[CH:3]=1.[CH:18]1([S:21]([N:24]2[CH:28]=[C:27]([C:29]3[N:34]=[C:33]([NH2:35])[CH:32]=[CH:31][N:30]=3)[CH:26]=[N:25]2)(=[O:23])=[O:22])[CH2:20][CH2:19]1.C1(P(C2C=CC=CC=2)C2C3OC4C(=CC=CC=4P(C4C=CC=CC=4)C4C=CC=CC=4)C(C)(C)C=3C=CC=2)C=CC=CC=1.C(=O)([O-])[O-].[Cs+].[Cs+], predict the reaction product. The product is: [CH:18]1([S:21]([N:24]2[CH:28]=[C:27]([C:29]3[N:34]=[C:33]([NH:35][C:2]4[N:7]=[CH:6][C:5]5[N:8]=[C:9]([CH2:16][OH:17])[N:10]([CH:11]([CH2:13][CH2:14][CH3:15])[CH3:12])[C:4]=5[CH:3]=4)[CH:32]=[CH:31][N:30]=3)[CH:26]=[N:25]2)(=[O:22])=[O:23])[CH2:20][CH2:19]1. (3) Given the reactants [F:1][C:2]1[CH:3]=[C:4]([CH:6]=[CH:7][C:8]=1[O:9][C:10]1[CH:15]=[CH:14][N:13]=[C:12]2[CH:16]=[C:17](I)[S:18][C:11]=12)[NH2:5].CC1(C)C(C)(C)OB([C:28]2[CH2:33][CH2:32][N:31]([C:34]([O:36][C:37]([CH3:40])([CH3:39])[CH3:38])=[O:35])[CH2:30][CH:29]=2)O1.C([O-])([O-])=O.[Na+].[Na+], predict the reaction product. The product is: [NH2:5][C:4]1[CH:6]=[CH:7][C:8]([O:9][C:10]2[CH:15]=[CH:14][N:13]=[C:12]3[CH:16]=[C:17]([C:28]4[CH2:33][CH2:32][N:31]([C:34]([O:36][C:37]([CH3:40])([CH3:39])[CH3:38])=[O:35])[CH2:30][CH:29]=4)[S:18][C:11]=23)=[C:2]([F:1])[CH:3]=1. (4) Given the reactants S(Cl)(Cl)=O.CN(C)C=O.[Cl:10][C:11]1[CH:12]=[CH:13][C:14]2[N:15]([N:17]=[C:18]([C:30]3[CH:35]=[CH:34][CH:33]=[CH:32][CH:31]=3)[C:19]=2[CH2:20][C:21]2[N:26]=[C:25]([C:27]([NH2:29])=O)[CH:24]=[CH:23][CH:22]=2)[CH:16]=1.C(=O)(O)[O-].[Na+], predict the reaction product. The product is: [Cl:10][C:11]1[CH:12]=[CH:13][C:14]2[N:15]([N:17]=[C:18]([C:30]3[CH:35]=[CH:34][CH:33]=[CH:32][CH:31]=3)[C:19]=2[CH2:20][C:21]2[N:26]=[C:25]([C:27]#[N:29])[CH:24]=[CH:23][CH:22]=2)[CH:16]=1. (5) Given the reactants [OH:1][CH2:2][CH2:3][N:4]1[C:8](=[O:9])[C:7]2=[CH:10][CH:11]=[CH:12][CH:13]=[C:6]2[C:5]1=[O:14].[H][H].Cl[CH2:18][C:19](=[O:26])[CH2:20][C:21]([O:23][CH2:24][CH3:25])=[O:22].C(O)(=O)C, predict the reaction product. The product is: [C:8]1(=[O:9])[N:4]([CH2:3][CH2:2][O:1][CH2:18][C:19](=[O:26])[CH2:20][C:21]([O:23][CH2:24][CH3:25])=[O:22])[C:5](=[O:14])[C:6]2=[CH:13][CH:12]=[CH:11][CH:10]=[C:7]12. (6) Given the reactants F[C:2]1[CH:9]=[CH:8][C:5]([CH:6]=[O:7])=[CH:4][CH:3]=1.[Cl:10][C:11]1[CH:16]=[CH:15][C:14]([OH:17])=[CH:13][C:12]=1[F:18], predict the reaction product. The product is: [Cl:10][C:11]1[CH:16]=[CH:15][C:14]([O:17][C:2]2[CH:9]=[CH:8][C:5]([CH:6]=[O:7])=[CH:4][CH:3]=2)=[CH:13][C:12]=1[F:18]. (7) Given the reactants [O:1]1[CH2:5][CH2:4][CH:3]([CH:6](N)[CH2:7][C:8]2[CH:9]=[N:10][CH:11]=[CH:12][CH:13]=2)[CH2:2]1.CS(OC1CCOCC1)(=O)=O.[Li+].CC([N-:30]C(C)C)C, predict the reaction product. The product is: [O:1]1[CH2:2][CH2:3][CH:6]([CH:7]([NH2:30])[C:8]2[CH:9]=[N:10][CH:11]=[CH:12][CH:13]=2)[CH2:4][CH2:5]1. (8) Given the reactants [Cl:1][C:2]1[CH:3]=[CH:4][C:5]2[S:9][C:8](=[O:10])[N:7]([CH2:11][C:12]([OH:14])=O)[C:6]=2[CH:15]=1.Cl.Cl.[NH:18]1[C:22]2[CH:23]=[CH:24][CH:25]=[CH:26][C:21]=2[N:20]=[C:19]1[CH2:27][NH:28][CH3:29].C1C=CC2N(O)N=NC=2C=1.CCN=C=NCCCN(C)C.Cl, predict the reaction product. The product is: [NH:18]1[C:22]2[CH:23]=[CH:24][CH:25]=[CH:26][C:21]=2[N:20]=[C:19]1[CH2:27][N:28]([CH3:29])[C:12](=[O:14])[CH2:11][N:7]1[C:6]2[CH:15]=[C:2]([Cl:1])[CH:3]=[CH:4][C:5]=2[S:9][C:8]1=[O:10]. (9) Given the reactants C(OC([NH:8][C:9]1[CH:17]=[CH:16][C:12]([C:13]([OH:15])=[O:14])=[CH:11][C:10]=1[CH2:18][S:19]C(C1C=CC=CC=1)(C1C=CC=CC=1)C1C=CC=CC=1)=O)(C)(C)C.C([SiH](C(C)C)C(C)C)(C)C.FC(F)(F)C(O)=O, predict the reaction product. The product is: [NH2:8][C:9]1[CH:17]=[CH:16][C:12]([C:13]([OH:15])=[O:14])=[CH:11][C:10]=1[CH2:18][SH:19].